Predict the reaction yield, written as a fraction of the theoretical maximum amount of product (1.0 means a 100% yield; for example, 0.34 means a 34% yield). From a dataset of Reaction yield outcomes from USPTO patents with 853,638 reactions. The reactants are [C:1]([NH:4][C:5]1[S:6][CH:7]=[C:8]([C:10]2[CH:15]=[CH:14][C:13]([CH2:16][CH2:17][NH:18]C(=O)OC(C)(C)C)=[CH:12][CH:11]=2)[N:9]=1)(=[O:3])[CH3:2].[ClH:26]. The catalyst is C(OCC)(=O)C. The product is [ClH:26].[NH2:18][CH2:17][CH2:16][C:13]1[CH:12]=[CH:11][C:10]([C:8]2[N:9]=[C:5]([NH:4][C:1](=[O:3])[CH3:2])[S:6][CH:7]=2)=[CH:15][CH:14]=1. The yield is 1.06.